This data is from Reaction yield outcomes from USPTO patents with 853,638 reactions. The task is: Predict the reaction yield, written as a fraction of the theoretical maximum amount of product (1.0 means a 100% yield; for example, 0.34 means a 34% yield). The reactants are [Cl:1][C:2]1[CH:14]=[CH:13][C:5]([CH2:6][CH:7]2[CH2:12][CH2:11][NH:10][CH2:9][CH2:8]2)=[CH:4][CH:3]=1.[CH:15]12[O:20][CH:19]1[CH2:18][CH2:17][CH2:16]2. The catalyst is CCO. The product is [Cl:1][C:2]1[CH:3]=[CH:4][C:5]([CH2:6][CH:7]2[CH2:8][CH2:9][N:10]([C@@H:18]3[CH2:17][CH2:16][CH2:15][C@H:19]3[OH:20])[CH2:11][CH2:12]2)=[CH:13][CH:14]=1. The yield is 0.730.